Dataset: Full USPTO retrosynthesis dataset with 1.9M reactions from patents (1976-2016). Task: Predict the reactants needed to synthesize the given product. (1) Given the product [N:12]1[CH:13]=[CH:14][CH:15]=[CH:16][C:11]=1[C:2]([F:9])([F:8])[C:3]([O:5][CH2:6][CH3:7])=[O:4], predict the reactants needed to synthesize it. The reactants are: Br[C:2]([F:9])([F:8])[C:3]([O:5][CH2:6][CH3:7])=[O:4].Br[C:11]1[CH:16]=[CH:15][CH:14]=[CH:13][N:12]=1.P([O-])(O)(O)=O.[K+]. (2) Given the product [Cl:1][C:2]1[CH:10]=[CH:9][C:5]([C:6]([NH:16][C:15]2[CH:14]=[C:13]([Cl:12])[CH:19]=[C:18]([Cl:20])[CH:17]=2)=[O:8])=[C:4]([OH:11])[CH:3]=1, predict the reactants needed to synthesize it. The reactants are: [Cl:1][C:2]1[CH:3]=[C:4]([OH:11])[C:5](=[CH:9][CH:10]=1)[C:6]([OH:8])=O.[Cl:12][C:13]1[CH:14]=[C:15]([CH:17]=[C:18]([Cl:20])[CH:19]=1)[NH2:16]. (3) Given the product [N:6]1[C:5]2[CH:7]=[CH:8][CH:9]=[CH:10][C:4]=2[NH:3][C:2]=1[NH:15][C:14]1[CH:16]=[CH:17][C:18]([Cl:19])=[C:12]([Cl:11])[CH:13]=1, predict the reactants needed to synthesize it. The reactants are: Cl[C:2]1[NH:3][C:4]2[CH:10]=[CH:9][CH:8]=[CH:7][C:5]=2[N:6]=1.[Cl:11][C:12]1[CH:13]=[C:14]([CH:16]=[CH:17][C:18]=1[Cl:19])[NH2:15]. (4) Given the product [Cl:1][C:2]1[N:6]([CH2:7][C:8]([OH:10])=[O:9])[N:5]=[C:4]([C:13]([F:16])([F:14])[F:15])[CH:3]=1, predict the reactants needed to synthesize it. The reactants are: [Cl:1][C:2]1[N:6]([CH2:7][C:8]([O:10]CC)=[O:9])[N:5]=[C:4]([C:13]([F:16])([F:15])[F:14])[CH:3]=1.[OH-].[Na+]. (5) Given the product [C:1]([C:5]1[S:9][C:8]([C:10]([NH:12][C@@H:13]([CH2:26][C:27]2[CH:32]=[CH:31][C:30]([C:33]3[N:34]=[CH:35][C:36]([C:39]4[CH:44]=[CH:43][C:42]([O:45][S:58]([C:61]([F:64])([F:63])[F:62])(=[O:60])=[O:59])=[C:41]([F:46])[CH:40]=4)=[CH:37][N:38]=3)=[CH:29][CH:28]=2)[C:14]([NH:16][C@@H:17]([C:19]([O:21][C:22]([CH3:25])([CH3:23])[CH3:24])=[O:20])[CH3:18])=[O:15])=[O:11])=[CH:7][CH:6]=1)([CH3:2])([CH3:3])[CH3:4], predict the reactants needed to synthesize it. The reactants are: [C:1]([C:5]1[S:9][C:8]([C:10]([NH:12][C@@H:13]([CH2:26][C:27]2[CH:32]=[CH:31][C:30]([C:33]3[N:38]=[CH:37][C:36]([C:39]4[CH:44]=[CH:43][C:42]([OH:45])=[C:41]([F:46])[CH:40]=4)=[CH:35][N:34]=3)=[CH:29][CH:28]=2)[C:14]([NH:16][C@@H:17]([C:19]([O:21][C:22]([CH3:25])([CH3:24])[CH3:23])=[O:20])[CH3:18])=[O:15])=[O:11])=[CH:7][CH:6]=1)([CH3:4])([CH3:3])[CH3:2].C1(N([S:58]([C:61]([F:64])([F:63])[F:62])(=[O:60])=[O:59])S(C)(=O)=O)C=CC=CC=1.CCN(C(C)C)C(C)C.